From a dataset of CYP1A2 inhibition data for predicting drug metabolism from PubChem BioAssay. Regression/Classification. Given a drug SMILES string, predict its absorption, distribution, metabolism, or excretion properties. Task type varies by dataset: regression for continuous measurements (e.g., permeability, clearance, half-life) or binary classification for categorical outcomes (e.g., BBB penetration, CYP inhibition). Dataset: cyp1a2_veith. (1) The drug is O=[N+]([O-])c1cccc2c[n-]nc12. The result is 1 (inhibitor). (2) The drug is O=C(O)CN(CCN(CC(=O)O)CC(=O)O)CC(=O)O.[Mn]. The result is 0 (non-inhibitor). (3) The compound is COc1ccc(NC(=O)C23CC4CC(C2)CC(n2cnc(Br)n2)(C4)C3)c(C)c1. The result is 0 (non-inhibitor). (4) The drug is Cn1c(=O)n2n(c1=O)[C@H]1[C@H](O)[C@H]3O[C@@H]3/C(=N/OC[C@@H](O)COCc3ccco3)[C@@H]1CC2. The result is 0 (non-inhibitor). (5) The compound is COC(=O)[C@H](CCSC)NC(=O)C/C=C\[C@@H](C)CO. The result is 0 (non-inhibitor). (6) The result is 0 (non-inhibitor). The drug is CCCc1nnc(NC(=O)CCC(=O)NCc2ccccc2OC)s1.